This data is from Forward reaction prediction with 1.9M reactions from USPTO patents (1976-2016). The task is: Predict the product of the given reaction. (1) Given the reactants C([N:8]1[C:16]2[C:11](=[CH:12][C:13](Cl)=[CH:14][CH:15]=2)[C:10]2([C:23]3[NH:24][C:25]4[C:30]([C:22]=3[CH2:21][CH2:20][CH2:19][NH:18]2)=[CH:29][CH:28]=[CH:27][CH:26]=4)[C:9]1=[O:31])C1C=CC=CC=1.[C:32]1(B(O)O)[CH:37]=[CH:36][CH:35]=[CH:34][CH:33]=1.[C:41](=O)(O)[O-].[Na+], predict the reaction product. The product is: [CH3:41][CH:19]1[NH:18][C:10]2([C:11]3[C:16](=[CH:15][CH:14]=[C:13]([C:32]4[CH:37]=[CH:36][CH:35]=[CH:34][CH:33]=4)[CH:12]=3)[NH:8][C:9]2=[O:31])[C:23]2[NH:24][C:25]3[C:30]([C:22]=2[CH2:21][CH2:20]1)=[CH:29][CH:28]=[CH:27][CH:26]=3. (2) Given the reactants [OH:1][C:2]1[CH:3]=[C:4]2[C:9](=[CH:10][CH:11]=1)[N:8]=[CH:7][C:6]([C:12]([NH:14][CH:15]1[CH2:20][CH2:19][N:18]([C:21]([O:23][C:24]([CH3:27])([CH3:26])[CH3:25])=[O:22])[CH2:17][CH2:16]1)=[O:13])=[CH:5]2.N(C(OC(C)C)=O)=NC(OC(C)C)=O.[F:42][C:43]([F:58])([F:57])[C:44]1[CH:49]=[CH:48][C:47]([N:50]2[CH2:55][CH2:54][CH:53](O)[CH2:52][CH2:51]2)=[CH:46][CH:45]=1.C1(P(C2C=CC=CC=2)C2C=CC=CC=2)C=CC=CC=1, predict the reaction product. The product is: [F:58][C:43]([F:42])([F:57])[C:44]1[CH:45]=[CH:46][C:47]([N:50]2[CH2:55][CH2:54][CH:53]([O:1][C:2]3[CH:3]=[C:4]4[C:9](=[CH:10][CH:11]=3)[N:8]=[CH:7][C:6]([C:12]([NH:14][CH:15]3[CH2:16][CH2:17][N:18]([C:21]([O:23][C:24]([CH3:27])([CH3:26])[CH3:25])=[O:22])[CH2:19][CH2:20]3)=[O:13])=[CH:5]4)[CH2:52][CH2:51]2)=[CH:48][CH:49]=1. (3) Given the reactants [Na].[C:2]([O:8][CH3:9])(=[O:7])[CH2:3][C:4]([CH3:6])=[O:5].[CH:10]([S:12]([C:15]1[CH:20]=[CH:19][CH:18]=[CH:17][CH:16]=1)(=[O:14])=[O:13])=[CH2:11].[CH3:21]O, predict the reaction product. The product is: [C:15]1([S:12]([CH2:10][CH2:11][CH:3]([C:4](=[O:5])[CH3:6])[C:2]([O:8][CH2:9][CH3:21])=[O:7])(=[O:13])=[O:14])[CH:20]=[CH:19][CH:18]=[CH:17][CH:16]=1. (4) Given the reactants Cl[C:2]1[CH:3]=[CH:4][N:5]2[C:10]([C:11]=1[CH3:12])=[C:9]([CH:13]1[CH2:15][CH2:14]1)[CH:8]=[C:7]([C:16]([O:18][CH3:19])=[O:17])[C:6]2=[O:20].[CH3:21][NH:22][C:23]1[CH:28]=[CH:27][C:26](B2OC(C)(C)C(C)(C)O2)=[CH:25][C:24]=1[CH3:38], predict the reaction product. The product is: [CH3:38][C:24]1[CH:25]=[C:26]([C:2]2[CH:3]=[CH:4][N:5]3[C:10]([C:11]=2[CH3:12])=[C:9]([CH:13]2[CH2:15][CH2:14]2)[CH:8]=[C:7]([C:16]([O:18][CH3:19])=[O:17])[C:6]3=[O:20])[CH:27]=[CH:28][C:23]=1[NH:22][CH3:21].